Predict the reactants needed to synthesize the given product. From a dataset of Full USPTO retrosynthesis dataset with 1.9M reactions from patents (1976-2016). (1) Given the product [C:3]([O:7][C:8](=[O:14])[N:9]([CH2:10][CH2:11][CH2:12][Cl:13])[CH3:15])([CH3:6])([CH3:4])[CH3:5], predict the reactants needed to synthesize it. The reactants are: [H-].[Na+].[C:3]([O:7][C:8](=[O:14])[NH:9][CH2:10][CH2:11][CH2:12][Cl:13])([CH3:6])([CH3:5])[CH3:4].[CH3:15]I. (2) Given the product [Br:1][CH2:16][C:15]([C:7]1[CH:8]=[CH:9][CH:10]=[CH:5][CH:6]=1)=[O:17], predict the reactants needed to synthesize it. The reactants are: [Br:1]Br.CO[C:5]1[CH:6]=[C:7]([C:15](=[O:17])[CH3:16])[CH:8]=[C:9](OC)[C:10]=1OC.C1(C2SC=C(C(C3C=C(OC)C(OC)=C(OC)C=3)=O)N=2)C=CC=CC=1.O.